This data is from Full USPTO retrosynthesis dataset with 1.9M reactions from patents (1976-2016). The task is: Predict the reactants needed to synthesize the given product. (1) Given the product [Cl:46][C:47]1[CH:48]=[C:49]([C:54]2[N:58]([C:59]3[CH:64]=[CH:63][C:62]([O:65][CH3:66])=[CH:61][CH:60]=3)[N:57]=[C:56]([CH2:67][C@@H:7]([C:3]3[CH:2]=[C:1]([CH3:23])[CH:6]=[CH:5][CH:4]=3)[C:8]([N:10]3[C@H:14]4[C:15]5[CH:16]=[CH:17][CH:18]=[CH:19][C:20]=5[CH2:21][C@H:13]4[O:12][C:11]3=[O:22])=[O:9])[CH:55]=2)[CH:50]=[CH:51][C:52]=1[Cl:53], predict the reactants needed to synthesize it. The reactants are: [C:1]1([CH3:23])[CH:6]=[CH:5][CH:4]=[C:3]([CH2:7][C:8]([N:10]2[C@H:14]3[C:15]4[CH:16]=[CH:17][CH:18]=[CH:19][C:20]=4[CH2:21][C@H:13]3[O:12][C:11]2=[O:22])=[O:9])[CH:2]=1.C[Si]([N-][Si](C)(C)C)(C)C.[Na+].C1COCC1.C1(C)C=CC=CC=1.[Cl:46][C:47]1[CH:48]=[C:49]([C:54]2[N:58]([C:59]3[CH:64]=[CH:63][C:62]([O:65][CH3:66])=[CH:61][CH:60]=3)[N:57]=[C:56]([CH2:67]I)[CH:55]=2)[CH:50]=[CH:51][C:52]=1[Cl:53]. (2) Given the product [F:8][C:7]([F:9])([F:10])[C:6]([C:11]([F:12])([F:14])[F:13])([OH:15])[CH2:5][OH:4], predict the reactants needed to synthesize it. The reactants are: [BH4-].[Na+].C[O:4][C:5](=O)[C:6]([OH:15])([C:11]([F:14])([F:13])[F:12])[C:7]([F:10])([F:9])[F:8].CN1CC=C(C2SC=CC=2)CC1.